From a dataset of Peptide-MHC class I binding affinity with 185,985 pairs from IEDB/IMGT. Regression. Given a peptide amino acid sequence and an MHC pseudo amino acid sequence, predict their binding affinity value. This is MHC class I binding data. (1) The peptide sequence is KIMDYGKYK. The MHC is HLA-A31:01 with pseudo-sequence HLA-A31:01. The binding affinity (normalized) is 0.641. (2) The peptide sequence is ELGGGFGTL. The MHC is HLA-A02:16 with pseudo-sequence HLA-A02:16. The binding affinity (normalized) is 0.433. (3) The peptide sequence is VGNVYQKF. The MHC is Mamu-B52 with pseudo-sequence Mamu-B52. The binding affinity (normalized) is 0.927. (4) The peptide sequence is YVGDTSMMV. The MHC is HLA-A02:01 with pseudo-sequence HLA-A02:01. The binding affinity (normalized) is 0.757. (5) The peptide sequence is ELIKELPGY. The MHC is HLA-A03:01 with pseudo-sequence HLA-A03:01. The binding affinity (normalized) is 0.0847. (6) The peptide sequence is CVRLNNPVIL. The MHC is HLA-A02:03 with pseudo-sequence HLA-A02:03. The binding affinity (normalized) is 0.206. (7) The peptide sequence is KVSWRWMVY. The MHC is HLA-A02:03 with pseudo-sequence HLA-A02:03. The binding affinity (normalized) is 0.0847. (8) The peptide sequence is KITDFGIAK. The MHC is HLA-A11:01 with pseudo-sequence HLA-A11:01. The binding affinity (normalized) is 1.00.